From a dataset of Full USPTO retrosynthesis dataset with 1.9M reactions from patents (1976-2016). Predict the reactants needed to synthesize the given product. (1) Given the product [CH2:29]([O:28][C:17]1[C:18]([CH:25]([CH3:27])[CH3:26])=[CH:19][C:20]([CH:22]([CH3:23])[CH3:24])=[CH:21][C:16]=1[C:10]1[C:9]2[C:13](=[CH:14][CH:15]=[C:7]([C:5]([CH3:6])=[CH:4][C:3]([OH:31])=[O:2])[CH:8]=2)[NH:12][CH:11]=1)[CH3:30], predict the reactants needed to synthesize it. The reactants are: C[O:2][C:3](=[O:31])[CH:4]=[C:5]([C:7]1[CH:8]=[C:9]2[C:13](=[CH:14][CH:15]=1)[NH:12][CH:11]=[C:10]2[C:16]1[CH:21]=[C:20]([CH:22]([CH3:24])[CH3:23])[CH:19]=[C:18]([CH:25]([CH3:27])[CH3:26])[C:17]=1[O:28][CH2:29][CH3:30])[CH3:6].[OH-].[Na+]. (2) Given the product [CH3:7][N:6]([CH3:8])[CH2:5][CH:4]([NH:3][CH3:12])[CH2:9][OH:11].[C:23]([O:22][C:20]([NH:3][CH:4]([CH2:5][N:6]([CH3:8])[CH3:7])[C:9]([OH:11])=[O:10])=[O:21])([CH3:24])([CH3:25])[CH3:26], predict the reactants needed to synthesize it. The reactants are: Cl.Cl.[NH2:3][CH:4]([C:9]([OH:11])=[O:10])[CH2:5][N:6]([CH3:8])[CH3:7].[C:12](O[C:20]([O:22][C:23]([CH3:26])([CH3:25])[CH3:24])=[O:21])(OC(C)(C)C)=O.C([O-])([O-])=O.[Na+].[Na+]. (3) Given the product [C:1]1([C:7]2([NH2:13])[CH2:9][CH2:8]2)[CH:6]=[CH:5][CH:4]=[CH:3][CH:2]=1, predict the reactants needed to synthesize it. The reactants are: [C:1]1([C:7]2(C(O)=O)[CH2:9][CH2:8]2)[CH:6]=[CH:5][CH:4]=[CH:3][CH:2]=1.[N-:13]=[N+]=[N-].[Na+].[OH-].[Na+]. (4) Given the product [C:12]1([C:22]2[O:9][C:3]3[CH:2]=[CH:1][C:6]([NH2:7])=[CH:5][C:4]=3[N:8]=2)[C:21]2[C:16](=[CH:17][CH:18]=[CH:19][CH:20]=2)[CH:15]=[CH:14][CH:13]=1, predict the reactants needed to synthesize it. The reactants are: [CH:1]1[C:6]([NH2:7])=[CH:5][C:4]([NH2:8])=[C:3]([OH:9])[CH:2]=1.Cl.Cl.[C:12]1([C:22](O)=O)[C:21]2[C:16](=[CH:17][CH:18]=[CH:19][CH:20]=2)[CH:15]=[CH:14][CH:13]=1.[OH-].[Na+].